This data is from Reaction yield outcomes from USPTO patents with 853,638 reactions. The task is: Predict the reaction yield, written as a fraction of the theoretical maximum amount of product (1.0 means a 100% yield; for example, 0.34 means a 34% yield). The reactants are [N:1]1[N:2]2[CH:13]=[CH:12][N:11]=[C:3]2[N:4]=[C:5]([C:7]([OH:10])([CH3:9])[CH3:8])[CH:6]=1.C([O-])(=O)C.[Na+].[Br:19]Br. The catalyst is C(O)(=O)C. The product is [Br:19][C:13]1[N:2]2[N:1]=[CH:6][C:5]([C:7]([OH:10])([CH3:9])[CH3:8])=[N:4][C:3]2=[N:11][CH:12]=1. The yield is 0.770.